From a dataset of Reaction yield outcomes from USPTO patents with 853,638 reactions. Predict the reaction yield, written as a fraction of the theoretical maximum amount of product (1.0 means a 100% yield; for example, 0.34 means a 34% yield). (1) The reactants are [C:1]([O:5][C:6](=[O:24])[N:7]([C:17]1[S:21][N:20]=[C:19](SC)[N:18]=1)[CH2:8][C:9]1[CH:14]=[CH:13][C:12]([O:15][CH3:16])=[CH:11][CH:10]=1)([CH3:4])([CH3:3])[CH3:2].[F:25][C:26]1[CH:27]=[C:28](B(O)O)[CH:29]=[CH:30][C:31]=1[F:32]. No catalyst specified. The product is [C:1]([O:5][C:6](=[O:24])[N:7]([C:17]1[S:21][N:20]=[C:19]([C:29]2[CH:28]=[CH:27][C:26]([F:25])=[C:31]([F:32])[CH:30]=2)[N:18]=1)[CH2:8][C:9]1[CH:14]=[CH:13][C:12]([O:15][CH3:16])=[CH:11][CH:10]=1)([CH3:4])([CH3:3])[CH3:2]. The yield is 0.270. (2) The reactants are S(=O)(=O)(O)O.[N+:6]([O-:9])([O-])=[O:7].[Na+].[Br:11][C:12]1[CH:17]=[CH:16][CH:15]=[CH:14][C:13]=1[OH:18]. The catalyst is O.C(OCC)(=O)C. The product is [Br:11][C:12]1[CH:17]=[CH:16][CH:15]=[C:14]([N+:6]([O-:9])=[O:7])[C:13]=1[OH:18]. The yield is 0.428. (3) The reactants are [CH3:1][O:2][C:3]1[N:8]=[C:7]([N:9]2[CH:13]=[C:12]([CH3:14])[N:11]=[CH:10]2)[C:6]([N+:15]([O-])=O)=[CH:5][CH:4]=1.C1COCC1.C([O-])=O.[NH4+]. The catalyst is [Pd].CO. The product is [CH3:1][O:2][C:3]1[N:8]=[C:7]([N:9]2[CH:13]=[C:12]([CH3:14])[N:11]=[CH:10]2)[C:6]([NH2:15])=[CH:5][CH:4]=1. The yield is 0.990. (4) The reactants are [CH3:1][C:2]1[C:7]([O:8][C:9]([CH3:12])([CH3:11])[CH3:10])=[CH:6][CH:5]=[CH:4][C:3]=1[N+:13]([O-])=O. The catalyst is C(O)C.[Pd]. The product is [CH3:1][C:2]1[C:7]([O:8][C:9]([CH3:12])([CH3:11])[CH3:10])=[CH:6][CH:5]=[CH:4][C:3]=1[NH2:13]. The yield is 0.980. (5) The reactants are [C:1]([C:3]1[CH:11]=[CH:10][C:6]([C:7]([OH:9])=[O:8])=[CH:5][CH:4]=1)#[N:2].[NH2:12][OH:13].Cl.C([O-])([O-])=O.[K+].[K+].OC1C=CC=C2C=1N=CC=C2. The catalyst is CCO.O. The product is [OH:13][NH:12][C:1]([C:3]1[CH:11]=[CH:10][C:6]([C:7]([OH:9])=[O:8])=[CH:5][CH:4]=1)=[NH:2]. The yield is 0.550. (6) The reactants are [O:1]=[C:2]1[CH:7]([NH:8]C(OC(C)(C)C)=O)[CH2:6][CH2:5][C:4](=[O:16])[NH:3]1.[C:17]([OH:23])([C:19]([F:22])([F:21])[F:20])=[O:18]. The catalyst is C(Cl)Cl. The product is [F:20][C:19]([F:22])([F:21])[C:17]([OH:23])=[O:18].[NH2:8][CH:7]1[CH2:6][CH2:5][C:4](=[O:16])[NH:3][C:2]1=[O:1]. The yield is 0.990. (7) The reactants are [Li+].[CH3:2][CH:3]([N-:5]C(C)C)C.F[C:10]1[CH:15]=[CH:14][C:13]([F:16])=[CH:12][N:11]=1. The catalyst is C1COCC1. The product is [F:16][C:13]1[CH:14]=[CH:15][C:10]([CH2:2][C:3]#[N:5])=[N:11][CH:12]=1. The yield is 0.590.